Dataset: Forward reaction prediction with 1.9M reactions from USPTO patents (1976-2016). Task: Predict the product of the given reaction. (1) Given the reactants C([BH3-])#N.[Na+].[F:5][C:6]1[CH:11]=[CH:10][C:9]([NH:12][CH:13]2[CH2:18][CH2:17][N:16]([C:19]([O:21][C:22]([CH3:25])([CH3:24])[CH3:23])=[O:20])[CH2:15][CH2:14]2)=[CH:8][CH:7]=1.[CH:26](=O)[CH3:27].C(=O)([O-])O.[Na+], predict the reaction product. The product is: [CH2:26]([N:12]([C:9]1[CH:10]=[CH:11][C:6]([F:5])=[CH:7][CH:8]=1)[CH:13]1[CH2:14][CH2:15][N:16]([C:19]([O:21][C:22]([CH3:25])([CH3:24])[CH3:23])=[O:20])[CH2:17][CH2:18]1)[CH3:27]. (2) Given the reactants OS(O)(=O)=O.[NH2:6][C:7]1[C:20]2[C:19](=[O:21])[C:18]3[C:13](=[CH:14][CH:15]=[CH:16][CH:17]=3)[C:12](=[O:22])[C:11]=2[C:10]([Br:23])=[CH:9][C:8]=1[Br:24].S([O-])(O)(=O)=O.C1([N+]#N)C2C(=O)C3C(=CC=CC=3)C(=O)C=2C=CC=1.[N-]=[N+]=[N-].[Na+], predict the reaction product. The product is: [Br:24][C:8]1[C:7]2=[N:6][O:21][C:19]3=[C:20]2[C:11]([C:12](=[O:22])[C:13]2[C:18]3=[CH:17][CH:16]=[CH:15][CH:14]=2)=[C:10]([Br:23])[CH:9]=1. (3) Given the reactants [Cl:1][C:2]1[CH:21]=[C:20]([O:22][CH3:23])[CH:19]=[C:18](Cl)[C:3]=1[CH2:4][CH:5]1[CH2:9][CH2:8][N:7]([CH:10]2[CH2:15][CH2:14][C:13](=O)[CH2:12][CH2:11]2)[C:6]1=[O:17].C(O)C.COCCN(S(F)(F)[F:38])CCOC, predict the reaction product. The product is: [Cl:1][C:2]1[CH:21]=[C:20]([O:22][CH3:23])[CH:19]=[CH:18][C:3]=1[CH2:4][CH:5]1[CH2:9][CH2:8][N:7]([CH:10]2[CH2:15][CH2:14][C:13]([F:38])=[CH:12][CH2:11]2)[C:6]1=[O:17]. (4) Given the reactants O[N:2]=[CH:3][C:4]1[C:29]([O:30][CH3:31])=[CH:28][C:7]2[C:8]3[N:13]([CH:14]([C:16]([CH3:21])([CH3:20])[CH2:17][O:18][CH3:19])[CH2:15][C:6]=2[CH:5]=1)[CH:12]=[C:11]([C:22]([O:24][CH2:25][CH3:26])=[O:23])[C:10](=[O:27])[CH:9]=3.C(OC(=O)C)(=O)C, predict the reaction product. The product is: [C:3]([C:4]1[C:29]([O:30][CH3:31])=[CH:28][C:7]2[C:8]3[N:13]([CH:14]([C:16]([CH3:20])([CH3:21])[CH2:17][O:18][CH3:19])[CH2:15][C:6]=2[CH:5]=1)[CH:12]=[C:11]([C:22]([O:24][CH2:25][CH3:26])=[O:23])[C:10](=[O:27])[CH:9]=3)#[N:2]. (5) The product is: [Br:1][C:2]1[CH:10]=[C:9]2[C:5]([C:6]([CH3:12])=[CH:7][NH:8]2)=[CH:4][CH:3]=1. Given the reactants [Br:1][C:2]1[CH:10]=[C:9]2[C:5]([C:6](O)([CH3:12])[C:7](=O)[NH:8]2)=[CH:4][CH:3]=1, predict the reaction product.